Dataset: Full USPTO retrosynthesis dataset with 1.9M reactions from patents (1976-2016). Task: Predict the reactants needed to synthesize the given product. (1) Given the product [NH2:40][C:26]1[N:25]=[CH:24][C:23]2[C:19]([C:17]3[CH:16]=[N:15][N:14]([CH:11]4[CH2:12][CH2:13][NH:8][CH2:9][CH2:10]4)[CH:18]=3)=[C:20]([C:42]#[N:43])[O:21][C:22]=2[C:27]=1[O:28][C@@H:29]([C:31]1[C:36]([Cl:37])=[CH:35][CH:34]=[C:33]([F:38])[C:32]=1[Cl:39])[CH3:30], predict the reactants needed to synthesize it. The reactants are: C(OC([N:8]1[CH2:13][CH2:12][CH:11]([N:14]2[CH:18]=[C:17]([C:19]3[C:23]4[CH:24]=[N:25][C:26]([NH2:40])=[C:27]([O:28][C@@H:29]([C:31]5[C:36]([Cl:37])=[CH:35][CH:34]=[C:33]([F:38])[C:32]=5[Cl:39])[CH3:30])[C:22]=4[O:21][C:20]=3Br)[CH:16]=[N:15]2)[CH2:10][CH2:9]1)=O)(C)(C)C.[CH3:42][N:43](C=O)C. (2) Given the product [C:10]([O:14][C:15](=[O:22])[NH:16][CH2:17][CH2:18][NH:19][C:20]([NH:6][CH2:5][CH:4]([O:7][CH2:8][CH3:9])[O:3][CH2:1][CH3:2])=[O:21])([CH3:13])([CH3:11])[CH3:12], predict the reactants needed to synthesize it. The reactants are: [CH2:1]([O:3][CH:4]([O:7][CH2:8][CH3:9])[CH2:5][NH2:6])[CH3:2].[C:10]([O:14][C:15](=[O:22])[NH:16][CH2:17][CH2:18][N:19]=[C:20]=[O:21])([CH3:13])([CH3:12])[CH3:11]. (3) Given the product [Cl:35][C:34]1[N:33]([CH3:36])[N:32]=[C:31]([C:37]([F:40])([F:39])[F:38])[C:14]=1[CH2:13][S:10][C:7]1[CH2:6][C:5]([CH3:15])([CH3:4])[O:9][N:8]=1, predict the reactants needed to synthesize it. The reactants are: O.[SH-].[Na+].[CH3:4][C:5]1([CH3:15])[O:9][N:8]=[C:7]([S:10]([CH2:13][CH3:14])(=O)=O)[CH2:6]1.C(=O)([O-])[O-].[K+].[K+].C(S([O-])=O)O.[Na+].BrCC1[C:31]([C:37]([F:40])([F:39])[F:38])=[N:32][N:33]([CH3:36])[C:34]=1[Cl:35]. (4) Given the product [Cl:1][C:2]1[C:3]([C:9]2[C:14]([F:15])=[CH:13][CH:12]=[C:11]([NH:17][CH2:18][CH:19]3[CH2:24][CH2:23][O:22][CH2:21][CH2:20]3)[N:10]=2)=[CH:4][C:5]([NH2:8])=[N:6][CH:7]=1, predict the reactants needed to synthesize it. The reactants are: [Cl:1][C:2]1[C:3]([C:9]2[C:14]([F:15])=[CH:13][CH:12]=[C:11](F)[N:10]=2)=[CH:4][C:5]([NH2:8])=[N:6][CH:7]=1.[NH2:17][CH2:18][CH:19]1[CH2:24][CH2:23][O:22][CH2:21][CH2:20]1. (5) Given the product [N:13]1[C:14]2[C:9](=[CH:8][C:7]([C:4]([NH2:1])([CH3:5])[CH3:6])=[CH:16][CH:15]=2)[CH:10]=[CH:11][CH:12]=1, predict the reactants needed to synthesize it. The reactants are: [N:1]([C:4]([C:7]1[CH:8]=[C:9]2[C:14](=[CH:15][CH:16]=1)[N:13]=[CH:12][CH:11]=[CH:10]2)([CH3:6])[CH3:5])=[N+]=[N-].[H][H].